Dataset: Forward reaction prediction with 1.9M reactions from USPTO patents (1976-2016). Task: Predict the product of the given reaction. (1) Given the reactants C([O:8][C:9]1[C:14]([Cl:15])=[CH:13][C:12]([C:16]([N:18]2[C:23]3[CH:24]=[C:25]([S:28]([N:31]4[CH2:35][CH2:34][CH2:33][CH2:32]4)(=[O:30])=[O:29])[CH:26]=[CH:27][C:22]=3[O:21][CH2:20][CH2:19]2)=[O:17])=[CH:11][C:10]=1[Cl:36])C1C=CC=CC=1, predict the reaction product. The product is: [Cl:15][C:14]1[CH:13]=[C:12]([C:16]([N:18]2[C:23]3[CH:24]=[C:25]([S:28]([N:31]4[CH2:32][CH2:33][CH2:34][CH2:35]4)(=[O:29])=[O:30])[CH:26]=[CH:27][C:22]=3[O:21][CH2:20][CH2:19]2)=[O:17])[CH:11]=[C:10]([Cl:36])[C:9]=1[OH:8]. (2) Given the reactants [CH3:1][C:2]([C:5]1[CH:6]=[C:7]([S:16][C:17]([S:20][C:21]2[CH:34]=[C:33]([C:35]([CH3:38])([CH3:37])[CH3:36])[C:24]([O:25][CH2:26][CH2:27][CH2:28][C:29]([O:31]C)=[O:30])=[C:23]([C:39]([CH3:42])([CH3:41])[CH3:40])[CH:22]=2)([CH3:19])[CH3:18])[CH:8]=[C:9]([C:12]([CH3:15])([CH3:14])[CH3:13])[C:10]=1[OH:11])([CH3:4])[CH3:3].CO.O.O.[OH-].[Li+].Cl, predict the reaction product. The product is: [CH3:4][C:2]([C:5]1[CH:6]=[C:7]([S:16][C:17]([S:20][C:21]2[CH:22]=[C:23]([C:39]([CH3:42])([CH3:41])[CH3:40])[C:24]([O:25][CH2:26][CH2:27][CH2:28][C:29]([OH:31])=[O:30])=[C:33]([C:35]([CH3:38])([CH3:37])[CH3:36])[CH:34]=2)([CH3:18])[CH3:19])[CH:8]=[C:9]([C:12]([CH3:13])([CH3:14])[CH3:15])[C:10]=1[OH:11])([CH3:1])[CH3:3].